Dataset: Forward reaction prediction with 1.9M reactions from USPTO patents (1976-2016). Task: Predict the product of the given reaction. (1) Given the reactants [CH3:1][NH2:2].[Br:3][C:4]1[CH:5]=[N:6][C:7](Cl)=[N:8][CH:9]=1, predict the reaction product. The product is: [Br:3][C:4]1[CH:5]=[N:6][C:7]([NH:2][CH3:1])=[N:8][CH:9]=1. (2) Given the reactants [C:1]([O-:9])(=[O:8])[C:2]1[CH:7]=[CH:6][CH:5]=[CH:4][CH:3]=1.[Na+:10].[CH3:11]O, predict the reaction product. The product is: [CH3:11][C:1]([CH3:2])=[O:9].[C:1]([O-:9])(=[O:8])[C:2]1[CH:7]=[CH:6][CH:5]=[CH:4][CH:3]=1.[Na+:10].[C:2]1([CH3:1])[CH:7]=[CH:6][CH:5]=[CH:4][CH:3]=1. (3) Given the reactants [CH3:1][O:2][C:3]([C@@H:5]1[CH2:9][CH2:8][CH2:7][NH:6]1)=[O:4].[CH3:10][N:11]1[CH:15]=[CH:14][N:13]=[C:12]1[S:16](Cl)(=[O:18])=[O:17], predict the reaction product. The product is: [CH3:10][N:11]1[CH:15]=[CH:14][N:13]=[C:12]1[S:16]([N:6]1[CH2:7][CH2:8][CH2:9][C@H:5]1[C:3]([O:2][CH3:1])=[O:4])(=[O:18])=[O:17]. (4) Given the reactants C([O:8][C:9]1[CH:18]=[C:17]2[C:12]([C:13]([O:19][C:20]3[CH:25]=[CH:24][C:23]([NH:26][C:27]([NH:29][CH:30]4[CH2:32][CH2:31]4)=[O:28])=[C:22]([CH3:33])[C:21]=3[CH3:34])=[CH:14][CH:15]=[N:16]2)=[CH:11][C:10]=1[C:35]#[N:36])C1C=CC=CC=1, predict the reaction product. The product is: [CH3:33][C:22]1[C:21]([CH3:34])=[C:20]([O:19][C:13]2[C:12]3[C:17](=[CH:18][C:9]([OH:8])=[C:10]([C:35]#[N:36])[CH:11]=3)[N:16]=[CH:15][CH:14]=2)[CH:25]=[CH:24][C:23]=1[NH:26][C:27]([NH:29][CH:30]1[CH2:31][CH2:32]1)=[O:28].